Dataset: Forward reaction prediction with 1.9M reactions from USPTO patents (1976-2016). Task: Predict the product of the given reaction. (1) Given the reactants [OH-].[Li+].C[O:4][C:5]([C:7]12[CH2:14][CH2:13][C:10]([NH:15][CH2:16][C:17]3[CH:26]=[CH:25][C:24]4[C:19](=[CH:20][CH:21]=[C:22]([O:27][C@H:28]5[CH2:33][CH2:32][C@H:31]([C:34]([CH3:37])([CH3:36])[CH3:35])[CH2:30][CH2:29]5)[CH:23]=4)[N:18]=3)([CH2:11][CH2:12]1)[CH2:9][CH2:8]2)=[O:6].O1CCCC1.CO, predict the reaction product. The product is: [C:34]([C@H:31]1[CH2:32][CH2:33][C@H:28]([O:27][C:22]2[CH:23]=[C:24]3[C:19](=[CH:20][CH:21]=2)[N:18]=[C:17]([CH2:16][NH:15][C:10]24[CH2:9][CH2:8][C:7]([C:5]([OH:6])=[O:4])([CH2:12][CH2:11]2)[CH2:14][CH2:13]4)[CH:26]=[CH:25]3)[CH2:29][CH2:30]1)([CH3:37])([CH3:35])[CH3:36]. (2) The product is: [CH3:14][C:13]1[C:12]2[CH:15]=[CH:16][C:17]([CH3:19])=[CH:18][C:11]=2[O:10][C:9]=1[CH:4]([CH2:5][CH2:6][CH2:7][CH3:8])[CH2:3][CH2:2][S:26][C:27]1[CH:32]=[CH:31][C:30]([O:33][CH2:34][C:35]([O:37][CH2:38][CH3:39])=[O:36])=[C:29]([CH3:40])[CH:28]=1. Given the reactants Br[CH2:2][CH2:3][CH:4]([C:9]1[O:10][C:11]2[CH:18]=[C:17]([CH3:19])[CH:16]=[CH:15][C:12]=2[C:13]=1[CH3:14])[CH2:5][CH2:6][CH2:7][CH3:8].C(=O)([O-])[O-].[Cs+].[Cs+].[SH:26][C:27]1[CH:32]=[CH:31][C:30]([O:33][CH2:34][C:35]([O:37][CH2:38][CH3:39])=[O:36])=[C:29]([CH3:40])[CH:28]=1, predict the reaction product. (3) Given the reactants [Cl:1][C:2]1[CH:7]=[CH:6][C:5]([CH:8]([C:20]2[CH:25]=[CH:24][C:23]([Cl:26])=[CH:22][CH:21]=2)[C:9]2[CH:10]=[C:11]3[C:16](=[CH:17][CH:18]=2)[N:15]=[CH:14][N:13]=[C:12]3Cl)=[CH:4][CH:3]=1.[Cl:27][C:28]1[CH:29]=[C:30]([CH:32]=[CH:33][C:34]=1[C:35]([F:38])([F:37])[F:36])[NH2:31].CC(O)C, predict the reaction product. The product is: [Cl:26][C:23]1[CH:22]=[CH:21][C:20]([CH:8]([C:5]2[CH:6]=[CH:7][C:2]([Cl:1])=[CH:3][CH:4]=2)[C:9]2[CH:10]=[C:11]3[C:16](=[CH:17][CH:18]=2)[N:15]=[CH:14][N:13]=[C:12]3[NH:31][C:30]2[CH:32]=[CH:33][C:34]([C:35]([F:36])([F:37])[F:38])=[C:28]([Cl:27])[CH:29]=2)=[CH:25][CH:24]=1. (4) Given the reactants [CH:1]1([C:7]2[C:15]3[C:10](=[CH:11][C:12]([C:16]([OH:18])=[O:17])=[CH:13][CH:14]=3)[N:9]([CH2:19][C:20]([N:22]3[CH2:27][CH2:26][O:25][CH2:24][CH2:23]3)=[O:21])[C:8]=2[C:28]2[CH:29]=[C:30]3[C:35](=[CH:36][CH:37]=2)[N:34]=[C:33]([C:38]2[S:42][C:41]([CH3:43])=[N:40][C:39]=2[CH3:44])[CH:32]=[CH:31]3)[CH2:6][CH2:5][CH2:4][CH2:3][CH2:2]1, predict the reaction product. The product is: [CH:1]1([C:7]2[C:15]3[C:10](=[CH:11][C:12]([C:16]([OH:18])=[O:17])=[CH:13][CH:14]=3)[N:9]([CH2:19][C:20]([N:22]3[CH2:27][CH2:26][O:25][CH2:24][CH2:23]3)=[O:21])[C:8]=2[C:28]2[CH:29]=[C:30]3[C:35](=[CH:36][CH:37]=2)[NH:34][CH:33]([C:38]2[S:42][C:41]([CH3:43])=[N:40][C:39]=2[CH3:44])[CH2:32][CH2:31]3)[CH2:6][CH2:5][CH2:4][CH2:3][CH2:2]1. (5) Given the reactants O[C:2]1[CH:11]=[CH:10][C:5]([C:6]([O:8][CH3:9])=[O:7])=[C:4]([O:12][CH3:13])[CH:3]=1.C([N:16]([CH2:19][CH3:20])CC)C.FC(F)(F)S(OS(C(F)(F)F)(=O)=O)(=O)=O, predict the reaction product. The product is: [C:19]([C:20]1[CH:4]=[C:3]([C:2]2[CH:11]=[CH:10][C:5]([C:6]([O:8][CH3:9])=[O:7])=[C:4]([O:12][CH3:13])[CH:3]=2)[CH:2]=[CH:11][CH:10]=1)#[N:16]. (6) Given the reactants [CH2:1]([O:3][C@H:4]1[CH2:9][CH2:8][N:7]([CH2:10][C:11]2[C:19]([O:20][CH3:21])=[CH:18][C:17]([CH3:22])=[C:16]3[C:12]=2[CH:13]=[CH:14][NH:15]3)[C@H:6]([C:23]2[CH:31]=[CH:30][CH:29]=[CH:28][C:24]=2C(O)=O)[CH2:5]1)[CH3:2].[CH3:32][S:33]([NH2:36])(=[O:35])=[O:34].CN([C:40]([O:44]N1N=NC2C=CC=NC1=2)=[N+](C)C)C.F[P-](F)(F)(F)(F)F.CCN(CC)CC, predict the reaction product. The product is: [CH2:1]([O:3][C@H:4]1[CH2:9][CH2:8][N:7]([CH2:10][C:11]2[C:19]([O:20][CH3:21])=[CH:18][C:17]([CH3:22])=[C:16]3[C:12]=2[CH:13]=[CH:14][NH:15]3)[C@H:6]([C:23]2[CH:31]=[CH:30][C:29]([C:40]([NH:36][S:33]([CH3:32])(=[O:35])=[O:34])=[O:44])=[CH:28][CH:24]=2)[CH2:5]1)[CH3:2].